From a dataset of Catalyst prediction with 721,799 reactions and 888 catalyst types from USPTO. Predict which catalyst facilitates the given reaction. (1) Reactant: C([O:5][C:6](=[O:31])[C@@H:7]([CH:28]([CH3:30])[CH3:29])[N:8]([CH2:23][CH2:24][CH:25]([CH3:27])[CH3:26])[S:9]([C:12]1[CH:21]=[CH:20][C:19]2[C:14](=[CH:15][CH:16]=[C:17]([OH:22])[CH:18]=2)[CH:13]=1)(=[O:11])=[O:10])(C)(C)C. Product: [CH2:23]([N:8]([S:9]([C:12]1[CH:21]=[CH:20][C:19]2[C:14](=[CH:15][CH:16]=[C:17]([OH:22])[CH:18]=2)[CH:13]=1)(=[O:11])=[O:10])[C@@H:7]([C:6]([OH:31])=[O:5])[CH:28]([CH3:30])[CH3:29])[CH2:24][CH:25]([CH3:27])[CH3:26]. The catalyst class is: 601. (2) Reactant: [OH:1][CH:2]([C:6]1[CH:11]=[CH:10][C:9]([C:12]2[N:16]=[C:15]([C:17]3[O:21][N:20]=[C:19]([C:22]4[CH:27]=[CH:26][CH:25]=[CH:24][CH:23]=4)[C:18]=3[C:28]([F:31])([F:30])[F:29])[O:14][N:13]=2)=[CH:8][CH:7]=1)[C:3](O)=[O:4].Cl.Cl.[NH2:34][CH2:35][C:36]1[C:37]([NH2:43])=[N:38][C:39]([CH3:42])=[N:40][CH:41]=1.CN1CCOCC1.CN(C(ON1N=NC2C=CC=NC1=2)=[N+](C)C)C.F[P-](F)(F)(F)(F)F. Product: [NH2:43][C:37]1[C:36]([CH2:35][NH:34][C:3](=[O:4])[CH:2]([OH:1])[C:6]2[CH:11]=[CH:10][C:9]([C:12]3[N:16]=[C:15]([C:17]4[O:21][N:20]=[C:19]([C:22]5[CH:27]=[CH:26][CH:25]=[CH:24][CH:23]=5)[C:18]=4[C:28]([F:29])([F:30])[F:31])[O:14][N:13]=3)=[CH:8][CH:7]=2)=[CH:41][N:40]=[C:39]([CH3:42])[N:38]=1. The catalyst class is: 475.